Dataset: Full USPTO retrosynthesis dataset with 1.9M reactions from patents (1976-2016). Task: Predict the reactants needed to synthesize the given product. (1) Given the product [NH2:74][C:72](=[O:73])[CH2:71][NH:70][C:30](=[O:31])[C:29]1[CH:33]=[CH:34][C:35]([CH3:36])=[C:27]([C:10]2[C:11]3[CH:17]=[CH:16][C:15](=[O:18])[N:14]([C:19]4[C:20]([F:26])=[CH:21][CH:22]=[CH:23][C:24]=4[F:25])[C:12]=3[N:13]=[C:8]([NH:7][CH2:6][CH2:5][CH2:4][N:3]([CH2:1][CH3:2])[CH2:37][CH3:38])[N:9]=2)[CH:28]=1, predict the reactants needed to synthesize it. The reactants are: [CH2:1]([N:3]([CH2:37][CH3:38])[CH2:4][CH2:5][CH2:6][NH:7][C:8]1[N:9]=[C:10]([C:27]2[CH:28]=[C:29]([CH:33]=[CH:34][C:35]=2[CH3:36])[C:30](O)=[O:31])[C:11]2[CH:17]=[CH:16][C:15](=[O:18])[N:14]([C:19]3[C:24]([F:25])=[CH:23][CH:22]=[CH:21][C:20]=3[F:26])[C:12]=2[N:13]=1)[CH3:2].CN(C(ON1N=NC2C=CC=CC1=2)=[N+](C)C)C.F[P-](F)(F)(F)(F)F.C(N(CC)CC)C.[NH2:70][CH2:71][C:72]([NH2:74])=[O:73]. (2) Given the product [OH:14][CH:9]([CH2:10][CH:11]([CH3:13])[CH3:12])[CH2:18][N+:15]([O-:17])=[O:16], predict the reactants needed to synthesize it. The reactants are: O1CCCC1.C[O-].[Na+].[CH:9](=[O:14])[CH2:10][CH:11]([CH3:13])[CH3:12].[N+:15]([CH3:18])([O-:17])=[O:16]. (3) Given the product [C:35]([O:39][C:33](=[O:8])[NH:30][C:20]1[C:19]([Br:18])=[N:27][CH:26]=[CH:25][CH:24]=1)([CH3:38])([CH3:37])[CH3:36], predict the reactants needed to synthesize it. The reactants are: C1(P(N=[N+]=[N-])(C2C=CC=CC=2)=[O:8])C=CC=CC=1.[Br:18][C:19]1[N:27]=[CH:26][CH:25]=[CH:24][C:20]=1C(O)=O.C([N:30]([CH2:33]C)CC)C.[C:35]([OH:39])([CH3:38])([CH3:37])[CH3:36]. (4) Given the product [OH:20][C:19]1[CH:18]=[CH:17][C:16]2[NH:15][C:14](=[O:21])[C:13]3[S:22][CH:23]=[CH:24][C:12]=3[C:11]=2[C:10]=1[C:7]1[CH:6]=[CH:5][C:4]([CH:2]([NH:1][S:26]([CH3:25])(=[O:28])=[O:27])[CH3:3])=[CH:9][CH:8]=1, predict the reactants needed to synthesize it. The reactants are: [NH2:1][CH:2]([C:4]1[CH:9]=[CH:8][C:7]([C:10]2[C:11]3[C:12]4[CH:24]=[CH:23][S:22][C:13]=4[C:14](=[O:21])[NH:15][C:16]=3[CH:17]=[CH:18][C:19]=2[OH:20])=[CH:6][CH:5]=1)[CH3:3].[CH3:25][S:26](Cl)(=[O:28])=[O:27].C(N(CC)C(C)C)(C)C.